This data is from NCI-60 drug combinations with 297,098 pairs across 59 cell lines. The task is: Regression. Given two drug SMILES strings and cell line genomic features, predict the synergy score measuring deviation from expected non-interaction effect. (1) Drug 1: CC1=C(C(=O)C2=C(C1=O)N3CC4C(C3(C2COC(=O)N)OC)N4)N. Drug 2: CCC1(C2=C(COC1=O)C(=O)N3CC4=CC5=C(C=CC(=C5CN(C)C)O)N=C4C3=C2)O.Cl. Cell line: T-47D. Synergy scores: CSS=1.27, Synergy_ZIP=-12.2, Synergy_Bliss=-23.8, Synergy_Loewe=-43.0, Synergy_HSA=-22.1. (2) Drug 1: C1C(C(OC1N2C=NC3=C(N=C(N=C32)Cl)N)CO)O. Drug 2: CC1C(C(CC(O1)OC2CC(CC3=C2C(=C4C(=C3O)C(=O)C5=C(C4=O)C(=CC=C5)OC)O)(C(=O)CO)O)N)O.Cl. Cell line: IGROV1. Synergy scores: CSS=31.0, Synergy_ZIP=-4.79, Synergy_Bliss=-2.92, Synergy_Loewe=-10.6, Synergy_HSA=-1.48. (3) Drug 1: C1=NC2=C(N=C(N=C2N1C3C(C(C(O3)CO)O)F)Cl)N. Drug 2: CN(C(=O)NC(C=O)C(C(C(CO)O)O)O)N=O. Cell line: IGROV1. Synergy scores: CSS=-0.0725, Synergy_ZIP=0.327, Synergy_Bliss=1.03, Synergy_Loewe=0.401, Synergy_HSA=0.207. (4) Drug 1: C1CCC(C(C1)N)N.C(=O)(C(=O)[O-])[O-].[Pt+4]. Drug 2: CC(C)CN1C=NC2=C1C3=CC=CC=C3N=C2N. Cell line: BT-549. Synergy scores: CSS=11.6, Synergy_ZIP=-3.18, Synergy_Bliss=-2.00, Synergy_Loewe=-0.600, Synergy_HSA=-1.04.